Dataset: Reaction yield outcomes from USPTO patents with 853,638 reactions. Task: Predict the reaction yield, written as a fraction of the theoretical maximum amount of product (1.0 means a 100% yield; for example, 0.34 means a 34% yield). (1) The reactants are [F:1][C:2]1[CH:7]=[CH:6][C:5]([CH:8](O)[CH:9]([CH2:13][C:14]2[CH:19]=[CH:18][CH:17]=[C:16]([O:20][CH2:21][C:22]([F:27])([F:26])[CH:23]([F:25])[F:24])[CH:15]=2)C(O)=O)=[CH:4][CH:3]=1.C1(P(N=[N+]=[N-])(C2C=CC=CC=2)=[O:36])C=CC=CC=1.C([N:48]([CH2:51]C)CC)C.[OH2:53]. The catalyst is O1CCCC1. The product is [F:1][C:2]1[CH:3]=[CH:4][C:5]([CH:8]2[O:53][C:51](=[O:36])[NH:48][CH:9]2[CH2:13][C:14]2[CH:19]=[CH:18][CH:17]=[C:16]([O:20][CH2:21][C:22]([F:26])([F:27])[CH:23]([F:24])[F:25])[CH:15]=2)=[CH:6][CH:7]=1. The yield is 0.850. (2) The reactants are [Br:1][C:2]1[CH:10]=[CH:9][C:5]([C:6]([OH:8])=[O:7])=[C:4]([CH3:11])[CH:3]=1.OS(O)(=O)=O.[CH3:17]O. No catalyst specified. The product is [Br:1][C:2]1[CH:10]=[CH:9][C:5]([C:6]([O:8][CH3:17])=[O:7])=[C:4]([CH3:11])[CH:3]=1. The yield is 0.930. (3) The reactants are [CH3:1][O:2][C:3]1[C:8]([O:9][CH3:10])=[CH:7][CH:6]=[C:5]([N+:11]([O-])=O)[N:4]=1.CO. The catalyst is [Pd].C(Cl)Cl. The product is [NH2:11][C:5]1[CH:6]=[CH:7][C:8]([O:9][CH3:10])=[C:3]([O:2][CH3:1])[N:4]=1. The yield is 0.950. (4) The reactants are C(OC([N:8]1[CH2:14][CH2:13][C:12]2[CH:15]=[C:16]([O:19][CH2:20][C:21]3[CH:26]=[CH:25][CH:24]=[CH:23][CH:22]=3)[CH:17]=[CH:18][C:11]=2[CH2:10][CH2:9]1)=O)(C)(C)C.FC(F)(F)C(O)=O. The catalyst is ClCCl. The product is [CH2:20]([O:19][C:16]1[CH:17]=[CH:18][C:11]2[CH2:10][CH2:9][NH:8][CH2:14][CH2:13][C:12]=2[CH:15]=1)[C:21]1[CH:22]=[CH:23][CH:24]=[CH:25][CH:26]=1. The yield is 0.930. (5) The reactants are [F:1][B-:2]([F:5])([F:4])[F:3].[C:6]1([C:12]2[CH:17]=[C:16]([C:18]3[CH:23]=[CH:22][CH:21]=[CH:20][CH:19]=3)[CH:15]=[C:14]([C:24]3[CH:29]=[CH:28][CH:27]=[CH:26][CH:25]=3)[O+]=2)[CH:11]=[CH:10][CH:9]=[CH:8][CH:7]=1.[O:30]([C:37]1[CH:43]=[CH:42][C:40]([NH2:41])=[CH:39][CH:38]=1)[C:31]1[CH:36]=[CH:35][CH:34]=[CH:33][CH:32]=1. The catalyst is C(O)C. The product is [F:1][B-:2]([F:5])([F:4])[F:3].[O:30]([C:37]1[CH:38]=[CH:39][C:40]([N+:41]2[C:14]([C:24]3[CH:29]=[CH:28][CH:27]=[CH:26][CH:25]=3)=[CH:15][C:16]([C:18]3[CH:19]=[CH:20][CH:21]=[CH:22][CH:23]=3)=[CH:17][C:12]=2[C:6]2[CH:11]=[CH:10][CH:9]=[CH:8][CH:7]=2)=[CH:42][CH:43]=1)[C:31]1[CH:32]=[CH:33][CH:34]=[CH:35][CH:36]=1. The yield is 0.950. (6) The reactants are [N:1]1([CH2:6][C:7]2[CH:8]=[C:9](Br)[C:10]([O:13][CH:14](F)F)=[N:11][CH:12]=2)[CH:5]=[N:4][CH:3]=[N:2]1.CC(C)([O-])C.[Na+].C1(P(C2CCCCC2)C2C=CC=CC=2C2C=CC=CC=2N(C)C)CCCCC1.[Cl:52][C:53]1[CH:54]=[N:55][NH:56][CH:57]=1. The catalyst is C1(C)C=CC=CC=1.C1C=CC(/C=C/C(/C=C/C2C=CC=CC=2)=O)=CC=1.C1C=CC(/C=C/C(/C=C/C2C=CC=CC=2)=O)=CC=1.C1C=CC(/C=C/C(/C=C/C2C=CC=CC=2)=O)=CC=1.[Pd].[Pd]. The product is [N:1]1([CH2:6][C:7]2[CH:8]=[C:9]([N:55]3[CH:54]=[C:53]([Cl:52])[CH:57]=[N:56]3)[C:10]([O:13][CH3:14])=[N:11][CH:12]=2)[CH:5]=[N:4][CH:3]=[N:2]1. The yield is 0.460. (7) The reactants are [Br:1][C:2]1[C:7]([CH2:8][OH:9])=[CH:6][C:5]([N:10]([C:15]2[C:34]([CH:35]3[CH2:37][CH2:36]3)=[CH:33][C:18]3[C:19]([C:29]([NH:31][CH3:32])=[O:30])=[C:20]([C:22]4[CH:27]=[CH:26][C:25]([F:28])=[CH:24][CH:23]=4)[O:21][C:17]=3[CH:16]=2)[S:11]([CH3:14])(=[O:13])=[O:12])=[CH:4][C:3]=1[F:38].CCN(C(C)C)C(C)C.[CH2:48](Cl)[O:49][CH3:50]. The catalyst is C1COCC1. The product is [Br:1][C:2]1[C:7]([CH2:8][O:9][CH2:48][O:49][CH3:50])=[CH:6][C:5]([N:10]([C:15]2[C:34]([CH:35]3[CH2:37][CH2:36]3)=[CH:33][C:18]3[C:19]([C:29]([NH:31][CH3:32])=[O:30])=[C:20]([C:22]4[CH:23]=[CH:24][C:25]([F:28])=[CH:26][CH:27]=4)[O:21][C:17]=3[CH:16]=2)[S:11]([CH3:14])(=[O:13])=[O:12])=[CH:4][C:3]=1[F:38]. The yield is 0.700.